From a dataset of Full USPTO retrosynthesis dataset with 1.9M reactions from patents (1976-2016). Predict the reactants needed to synthesize the given product. (1) Given the product [CH3:19][O:18][C:13]1[CH:14]=[CH:15][CH:16]=[CH:17][C:12]=1[C:10]([N:7]1[CH2:8][CH2:9][C:4]2([CH2:3][CH:2]([O:1][CH3:29])[C:26]3[C:21](=[CH:22][CH:23]=[CH:24][CH:25]=3)[O:20]2)[CH2:5][CH2:6]1)=[O:11], predict the reactants needed to synthesize it. The reactants are: [OH:1][CH:2]1[C:26]2[C:21](=[CH:22][CH:23]=[CH:24][CH:25]=2)[O:20][C:4]2([CH2:9][CH2:8][N:7]([C:10]([C:12]3[CH:17]=[CH:16][CH:15]=[CH:14][C:13]=3[O:18][CH3:19])=[O:11])[CH2:6][CH2:5]2)[CH2:3]1.[H-].[Na+].[CH3:29]I. (2) Given the product [CH2:2]([O:9][C:10]1[CH:11]=[CH:12][C:13]([NH:14][C:24](=[NH:25])[C:23]2[CH:26]=[CH:27][C:28]([Cl:30])=[CH:29][C:22]=2[Cl:21])=[CH:15][CH:16]=1)[C:3]1[CH:4]=[CH:5][CH:6]=[CH:7][CH:8]=1, predict the reactants needed to synthesize it. The reactants are: Cl.[CH2:2]([O:9][C:10]1[CH:16]=[CH:15][C:13]([NH2:14])=[CH:12][CH:11]=1)[C:3]1[CH:8]=[CH:7][CH:6]=[CH:5][CH:4]=1.C([Mg]Br)C.[Cl:21][C:22]1[CH:29]=[C:28]([Cl:30])[CH:27]=[CH:26][C:23]=1[C:24]#[N:25].O.